From a dataset of Full USPTO retrosynthesis dataset with 1.9M reactions from patents (1976-2016). Predict the reactants needed to synthesize the given product. Given the product [Si:43]([O:33][CH2:32][CH2:31][CH2:30][C@@:8]1([C:5]2[CH:6]=[CH:7][C:2]([F:1])=[CH:3][CH:4]=2)[O:13][C:12](=[O:14])[N:11]([C@H:15]([C:17]2[CH:22]=[CH:21][C:20]([C:23]3[CH:28]=[CH:27][C:26](=[O:29])[NH:25][CH:24]=3)=[CH:19][CH:18]=2)[CH3:16])[CH2:10][CH2:9]1)([C:39]([CH3:42])([CH3:41])[CH3:40])([CH3:45])[CH3:44], predict the reactants needed to synthesize it. The reactants are: [F:1][C:2]1[CH:7]=[CH:6][C:5]([C@:8]2([CH2:30][CH2:31][CH2:32][OH:33])[O:13][C:12](=[O:14])[N:11]([C@H:15]([C:17]3[CH:22]=[CH:21][C:20]([C:23]4[CH:28]=[CH:27][C:26](=[O:29])[NH:25][CH:24]=4)=[CH:19][CH:18]=3)[CH3:16])[CH2:10][CH2:9]2)=[CH:4][CH:3]=1.N1C=CN=C1.[C:39]([Si:43](Cl)([CH3:45])[CH3:44])([CH3:42])([CH3:41])[CH3:40].